Dataset: Forward reaction prediction with 1.9M reactions from USPTO patents (1976-2016). Task: Predict the product of the given reaction. (1) Given the reactants [CH3:1][S:2]([CH:4]([C:6]1[CH:7]=[CH:8][C:9]([C:12]([F:15])([F:14])[F:13])=[N:10][CH:11]=1)[CH3:5])=O.[CH3:16][S:17]([NH2:20])(=[O:19])=[O:18].C(O)(=O)C.C(O)(=O)C.IC1C=CC=CC=1, predict the reaction product. The product is: [CH3:1][S:2]([CH:4]([C:6]1[CH:11]=[N:10][C:9]([C:12]([F:15])([F:14])[F:13])=[CH:8][CH:7]=1)[CH3:5])=[N:20][S:17]([CH3:16])(=[O:19])=[O:18]. (2) The product is: [CH3:1][O:2][C:3]1[CH:4]=[C:5]2[C:10](=[CH:11][C:12]=1[O:13][CH3:14])[N:9]=[CH:8][CH:7]=[C:6]2[O:15][C:25]1[C:30]([CH3:29])=[CH:38][C:37]([NH:34][C:35](=[O:42])[O:56][CH:54]([C:53]2[CH:57]=[CH:58][CH:59]=[CH:60][C:52]=2[F:51])[CH3:55])=[C:27]([CH3:28])[CH:26]=1. Given the reactants [CH3:1][O:2][C:3]1[CH:4]=[C:5]2[C:10](=[CH:11][C:12]=1[O:13][CH3:14])[N:9]=[CH:8][CH:7]=[C:6]2[O:15]NC1C=C(C)C=CC=1C.[C:25]1(C)[CH:30]=[CH:29][CH:28]=[CH:27][CH:26]=1.C([N:34]([CH2:37][CH3:38])[CH2:35]C)C.ClC(Cl)([O:42]C(=O)OC(Cl)(Cl)Cl)Cl.[F:51][C:52]1[CH:60]=[CH:59][CH:58]=[CH:57][C:53]=1[CH:54]([OH:56])[CH3:55], predict the reaction product. (3) The product is: [CH:1]1([CH:7]([C:9]2[CH:13]=[C:12]([C:14]3[CH:15]=[CH:16][C:17]([C:20]([F:23])([F:21])[F:22])=[CH:18][CH:19]=3)[S:11][C:10]=2[CH2:24][CH3:25])[O:8][C:27]2[CH:36]=[CH:35][C:30]([C:31]([OH:33])=[O:32])=[CH:29][CH:28]=2)[CH2:2][CH2:3][CH2:4][CH2:5][CH2:6]1. Given the reactants [CH:1]1([CH:7]([C:9]2[CH:13]=[C:12]([C:14]3[CH:19]=[CH:18][C:17]([C:20]([F:23])([F:22])[F:21])=[CH:16][CH:15]=3)[S:11][C:10]=2[CH2:24][CH3:25])[OH:8])[CH2:6][CH2:5][CH2:4][CH2:3][CH2:2]1.O[C:27]1[CH:36]=[CH:35][C:30]([C:31]([O:33]C)=[O:32])=[CH:29][CH:28]=1.N(C(N1CCCCC1)=O)=NC(N1CCCCC1)=O.C(P(CCCC)CCCC)CCC.[OH-].[Na+].Cl, predict the reaction product. (4) Given the reactants [Cl:1][C:2]1[CH:7]=[CH:6][N:5]=[C:4]2[N:8]([CH2:11][O:12][CH2:13][CH2:14][Si:15]([CH3:18])([CH3:17])[CH3:16])[CH:9]=[CH:10][C:3]=12.[CH2:19]([Li])CCC.IC, predict the reaction product. The product is: [Cl:1][C:2]1[CH:7]=[CH:6][N:5]=[C:4]2[N:8]([CH2:11][O:12][CH2:13][CH2:14][Si:15]([CH3:18])([CH3:17])[CH3:16])[C:9]([CH3:19])=[CH:10][C:3]=12. (5) Given the reactants [C:1]1([C:7]2[CH:11]=[C:10]([NH2:12])[NH:9][N:8]=2)[CH:6]=[CH:5][CH:4]=[CH:3][CH:2]=1.[F:13][C:14]([F:24])([F:23])[C:15](=O)[CH2:16][C:17](OCC)=[O:18], predict the reaction product. The product is: [C:1]1([C:7]2[C:11]3[C:10](=[N:12][C:17]([OH:18])=[CH:16][C:15]=3[C:14]([F:24])([F:23])[F:13])[NH:9][N:8]=2)[CH:2]=[CH:3][CH:4]=[CH:5][CH:6]=1. (6) The product is: [Br:1][C:17]1[CH:16]=[CH:15][C:14]([O:18][CH2:19][C:20]2[CH:25]=[CH:24][CH:23]=[CH:22][CH:21]=2)=[CH:13][C:12]=1[CH2:9][CH2:10][CH3:11].[Br:1][C:23]1[CH:22]=[CH:21][C:20]([CH2:19][O:18][C:14]2[CH:13]=[CH:12][CH:17]=[CH:16][CH:15]=2)=[CH:25][C:24]=1[CH2:26][CH3:27]. Given the reactants [Br:1]N1C(=O)CCC1=O.[CH2:9]([C:12]1[CH:13]=[C:14]([O:18][CH2:19][C:20]2[CH:25]=[CH:24][CH:23]=[CH:22][CH:21]=2)[CH:15]=[CH:16][CH:17]=1)[CH2:10][CH3:11].[C:26](#N)[CH3:27], predict the reaction product. (7) Given the reactants [Cl:1][C:2]1[CH:22]=[CH:21][C:5]([CH:6]([O:14][CH:15]2[CH2:20][CH2:19][NH:18][CH2:17][CH2:16]2)[C:7]2[CH:12]=[CH:11][C:10]([Cl:13])=[CH:9][CH:8]=2)=[CH:4][CH:3]=1.[F:23][C:24]1[CH:29]=[CH:28][CH:27]=[CH:26][C:25]=1[S:30](Cl)(=[O:32])=[O:31].FC1C=CC(S(N2CCC(OC(C3C=CC(Cl)=CC=3)C3C=CC(Cl)=CC=3)CC2)(=O)=O)=CC=1, predict the reaction product. The product is: [F:23][C:24]1[CH:29]=[CH:28][CH:27]=[CH:26][C:25]=1[S:30]([N:18]1[CH2:19][CH2:20][CH:15]([O:14][CH:6]([C:7]2[CH:8]=[CH:9][C:10]([Cl:13])=[CH:11][CH:12]=2)[C:5]2[CH:21]=[CH:22][C:2]([Cl:1])=[CH:3][CH:4]=2)[CH2:16][CH2:17]1)(=[O:32])=[O:31]. (8) Given the reactants [C:1]12([C:11]3[CH:12]=[C:13]([C:19]4[CH:20]=[C:21]5[C:26](=[CH:27][CH:28]=4)[CH:25]=[C:24]([CH:29]=[O:30])[CH:23]=[CH:22]5)[CH:14]=[CH:15][C:16]=3[O:17][CH3:18])[CH2:10][CH:5]3[CH2:6][CH:7]([CH2:9][CH:3]([CH2:4]3)[CH2:2]1)[CH2:8]2.CC(C[AlH]CC(C)C)C, predict the reaction product. The product is: [C:1]12([C:11]3[CH:12]=[C:13]([C:19]4[CH:20]=[C:21]5[C:26](=[CH:27][CH:28]=4)[CH:25]=[C:24]([CH2:29][OH:30])[CH:23]=[CH:22]5)[CH:14]=[CH:15][C:16]=3[O:17][CH3:18])[CH2:8][CH:7]3[CH2:6][CH:5]([CH2:4][CH:3]([CH2:9]3)[CH2:2]1)[CH2:10]2.